From a dataset of Drug-target binding data from BindingDB using IC50 measurements. Regression. Given a target protein amino acid sequence and a drug SMILES string, predict the binding affinity score between them. We predict pIC50 (pIC50 = -log10(IC50 in M); higher means more potent). Dataset: bindingdb_ic50. (1) The small molecule is CC(C)NC(=O)c1cccc2nc(C3=CC(C)(C)N(O)C3(C)C)[nH]c12. The target protein (P27008) has sequence MAEATERLYRVEYAKSGRASCKKCSESIPKDSLRMAIMVQSPMFDGKVPHWYHFSCFWKVGHSIRQPDTEVDGFSELRWDDQQKVKKTAEAGGVAGKGQHGGGGKAEKTLGDFAAEYAKSNRSTCKGCMEKIEKGQMRLSKKMLDPEKPQLGMIDRWYHPTCFVKNRDELGFRPEYSASQLKGFSLLSAEDKEALKKQLPAVKSEGKRKCDEVDGIDEVAKKKSKKGKDKESSKLEKALKAQNELVWNIKDELKKACSTNDLKELLIFNQQQVPSGESAILDRVADGMAFGALLPCKECSGQLVFKSDAYYCTGDVTAWTKCMVKTQNPSRKEWVTPKEFREISYLKKLKIKKQDRLFPPESSAPAPPAPPVSITSAPTAVNSSAPADKPLSNMKILTLGKLSQNKDEAKAMIEKLGGKLTGSANKASLCISTKKEVEKMSKKMEEVKAANVRVVCEDFLQDVSASAKSLQELLSAHSLSSWGAEVKVEPGEVVVPKGKS.... The pIC50 is 5.0. (2) The pIC50 is 2.8. The small molecule is N#CCc1cccc(-c2ccccc2O[C@H]2O[C@H](CO)[C@@H](O)[C@@H](O)[C@@H]2O)c1. The target protein (P18337) has sequence MVFPWRCEGTYWGSRNILKLWVWTLLCCDFLIHHGTHCWTYHYSEKPMNWENARKFCKQNYTDLVAIQNKREIEYLENTLPKSPYYYWIGIRKIGKMWTWVGTNKTLTKEAENWGAGEPNNKKSKEDCVEIYIKRERDSGKWNDDACHKRKAALCYTASCQPGSCNGRGECVETINNHTCICDAGYYGPQCQYVVQCEPLEAPELGTMDCIHPLGNFSFQSKCAFNCSEGRELLGTAETQCGASGNWSSPEPICQVVQCEPLEAPELGTMDCIHPLGNFSFQSKCAFNCSEGRELLGTAETQCGASGNWSSPEPICQETNRSFSKIKEGDYNPLFIPVAVMVTAFSGLAFLIWLARRLKKGKKSQERMDDPY. (3) The target protein sequence is MRRREGHGTDSEMGQGPVRESQSSDPPALQFRISEYKPLNMAGVEQPPSPELRQEGVTEYEDGGAPAGDGEAGPQQAEDHPQNPPEDPNQDPPEDDSTCQCQACGPHQAAGPDLGSSNDGCPQLFQERSVIVENSSGSTSASELLKPMKKRKRREYQSPSEEESEPEAMEKQEEGKDPEGQPTASTPESEEWSSSQPATGEKKECWSWESYLEEQKAITAPVSLFQDSQAVTHNKNGFKLGMKLEGIDPQHPSMYFILTVAEVCGYRLRLHFDGYSECHDFWVNANSPDIHPAGWFEKTGHKLQPPKGYKEEEFSWSQYLRSTRAQAAPKHLFVSQSHSPPPLGFQVGMKLEAVDRMNPSLVCVASVTDVVDSRFLVHFDNWDDTYDYWCDPSSPYIHPVGWCQKQGKPLTPPQDYPDPDNFCWEKYLEETGASAVPTWAFKVRPPHSFLVNMKLEAVDRRNPALIRVASVEDVEDHRIKIHFDGWSHGYDFWIDADHPD.... The pIC50 is 5.5. The small molecule is O=C(c1ccc(C(=O)N2CCC(N3CCCC3)CC2)cc1)N1CCC(C2CCNCC2)CC1. (4) The compound is CC1(C)CC2=NNC(=O)c3cc(F)cc4[nH]c(c2c34)C1. The target protein sequence is MSLLFLAMAPKPKPWVQTEGPEKKKGRQAGREEDPFRSTAEALKAIPAEKRIIRVDPTCPLSSNPGTQVYEDYNCTLNQTNIENNNNKFYIIQLLQDSNRFFTCWNHWGRVGEVGQSKINHFTRLEDAKKDFEKKFREKTKNNWAERDHFVSHPGKYTLIEVQAEDEAQEAVVKVDRGPVRTVTKRVQPCSLDPATQKLITNIFSKEMFKNTMALMDLDVKKMPLGKLSKQQIARGFEALEALEEALKGPTDGGQSLEELSSHFYTVIPHNFGHSQPPPINSPELLQAKKDMLLVLADIELAQALQAVSEQEKTVEEVPHPLDRDYQLLKCQLQLLDSGAPEYKVIQTYLEQTGSNHRCPTLQHIWKVNQEGEEDRFQAHSKLGNRKLLWHGTNMAVVAAILTSGLRIMPHSGGRVGKGIYFASENSKSAGYVIGMKCGAHHVGYMFLGEVALGREHHINTDNPSLKSPPPGFDSVIARGHTEPDPTQDTELELDGQQVV.... The pIC50 is 6.9. (5) The compound is Cc1[nH]c2ncnc(-c3ccc(NC(=O)N(CCN(C)C)c4ccc(Cl)cc4)c(F)c3)c2c1C. The target protein (P53669) has sequence MRLTLLCCTWREERMGEEGSELPVCASCSQSIYDGQYLQALNADWHADCFRCCECSTSLSHQYYEKDGQLFCKKDYWARYGESCHGCSEHITKGLVMVGGELKYHPECFICLACGNFIGDGDTYTLVEHSKLYCGQCYYQTVVTPVIEQILPDSPGSHLPHTVTLVSIPASAHGKRGLSVSIDPPHGPPGCGTEHSHTVRVQGVDPGCMSPDVKNSIHIGDRILEINGTPIRNVPLDEIDLLIQETSRLLQLTLEHDPHDSLGHGPVSDPSPLASPVHTPSGQAGSSARQKPVLRSCSIDTSPGAGSLVSPASQRKDLGRSESLRVVCRPHRIFRPSDLIHGEVLGKGCFGQAIKVTHRETGEVMVMKELIRFDEETQRTFLKEVKVMRCLEHPNVLKFIGVLYKDKRLNFITEYIKGGTLRGIIKSMDSQYPWSQRVSFAKDIASGMAYLHSMNIIHRDLNSHNCLVRENRNVVVADFGLARLMIDEKGQSEDLRSLKK.... The pIC50 is 6.5.